Task: Predict the reactants needed to synthesize the given product.. Dataset: Full USPTO retrosynthesis dataset with 1.9M reactions from patents (1976-2016) (1) Given the product [CH2:1]([O:8][C:9]([N:11]1[CH2:15][C@H:14]([F:16])[C@H:13]2[O:17][CH2:18][C:19](=[O:20])[C@@H:12]12)=[O:10])[C:2]1[CH:3]=[CH:4][CH:5]=[CH:6][CH:7]=1, predict the reactants needed to synthesize it. The reactants are: [CH2:1]([O:8][C:9]([N:11]1[CH2:15][C@H:14]([F:16])[C@H:13]2[O:17][CH2:18][C@H:19]([OH:20])[C@@H:12]12)=[O:10])[C:2]1[CH:7]=[CH:6][CH:5]=[CH:4][CH:3]=1.CC(OI1(OC(C)=O)(OC(C)=O)OC(=O)C2C=CC=CC1=2)=O. (2) The reactants are: [CH2:1]([NH:3][C:4]([C:6]1[CH:28]=[CH:27][C:9]2[N:10]([CH:14]3[CH2:19][CH2:18][N:17](C(OC(C)(C)C)=O)[CH2:16][CH2:15]3)[C:11](=[O:13])[NH:12][C:8]=2[CH:7]=1)=[O:5])[CH3:2].[F:29][C:30]([F:35])([F:34])[C:31]([OH:33])=[O:32]. Given the product [F:29][C:30]([F:35])([F:34])[C:31]([O-:33])=[O:32].[CH2:1]([NH:3][C:4]([C:6]1[CH:28]=[CH:27][C:9]2[N:10]([CH:14]3[CH2:15][CH2:16][NH2+:17][CH2:18][CH2:19]3)[C:11](=[O:13])[NH:12][C:8]=2[CH:7]=1)=[O:5])[CH3:2].[F:29][C:30]([F:35])([F:34])[C:31]([O-:33])=[O:32], predict the reactants needed to synthesize it. (3) Given the product [NH2:15][C:14]1[CH:13]=[C:12]([NH:11][C:9](=[O:10])[C:32]2[CH:36]=[CH:37][CH:38]=[CH:39][C:31]=2[NH:30][C:29](=[O:34])[C:26]2[CH:25]=[CH:24][C:23]([C:19]([CH3:21])([CH3:20])[CH3:22])=[CH:28][CH:27]=2)[CH:18]=[CH:17][CH:16]=1, predict the reactants needed to synthesize it. The reactants are: C(O[C:9]([NH:11][C:12]1[CH:13]=[C:14]([CH:16]=[CH:17][CH:18]=1)[NH2:15])=[O:10])C1C=CC=CC=1.[C:19]([C:23]1[CH:28]=[CH:27][C:26]([C:29]2[O:34]C(=O)[C:32]3[CH:36]=[CH:37][CH:38]=[CH:39][C:31]=3[N:30]=2)=[CH:25][CH:24]=1)([CH3:22])([CH3:21])[CH3:20]. (4) Given the product [CH3:1][C:2]1[C:7]([C:8]([NH:34][CH2:33][C:30]2[CH:29]=[N:28][C:27]([CH3:26])=[N:32][CH:31]=2)=[O:9])=[CH:6][C:5]([S:11]([N:14]2[CH2:18][CH2:17][CH2:16][CH2:15]2)(=[O:13])=[O:12])=[CH:4][C:3]=1[C:19]1[CH:24]=[CH:23][C:22]([CH3:25])=[CH:21][CH:20]=1, predict the reactants needed to synthesize it. The reactants are: [CH3:1][C:2]1[C:7]([C:8](O)=[O:9])=[CH:6][C:5]([S:11]([N:14]2[CH2:18][CH2:17][CH2:16][CH2:15]2)(=[O:13])=[O:12])=[CH:4][C:3]=1[C:19]1[CH:24]=[CH:23][C:22]([CH3:25])=[CH:21][CH:20]=1.[CH3:26][C:27]1[N:32]=[CH:31][C:30]([CH2:33][NH2:34])=[CH:29][N:28]=1.F[P-](F)(F)(F)(F)F.C[N+](C)=C(N(C)C)ON1C2N=CC=CC=2N=N1.C(N(CC)C(C)C)(C)C. (5) Given the product [F:1][C:2]1[CH:7]=[CH:6][C:5]([I:8])=[CH:4][C:3]=1[CH2:9][F:17], predict the reactants needed to synthesize it. The reactants are: [F:1][C:2]1[CH:7]=[CH:6][C:5]([I:8])=[CH:4][C:3]=1[CH2:9]O.CCN(S(F)(F)[F:17])CC. (6) The reactants are: [NH2:1][C:2]1[N:6]2[N:7]=[C:8]([NH:11][C@H:12]3[CH2:17][CH2:16][C@H:15]([OH:18])[CH2:14][CH2:13]3)[CH:9]=[CH:10][C:5]2=[N:4][CH:3]=1.C/C(/O[Si](C)(C)C)=N\[Si](C)(C)C.Cl.[C:32](Cl)(=[O:39])[C:33]1[CH:38]=[CH:37][N:36]=[CH:35][CH:34]=1.O. Given the product [OH:18][C@H:15]1[CH2:16][CH2:17][C@H:12]([NH:11][C:8]2[CH:9]=[CH:10][C:5]3[N:6]([C:2]([NH:1][C:32](=[O:39])[C:33]4[CH:38]=[CH:37][N:36]=[CH:35][CH:34]=4)=[CH:3][N:4]=3)[N:7]=2)[CH2:13][CH2:14]1, predict the reactants needed to synthesize it.